From a dataset of Reaction yield outcomes from USPTO patents with 853,638 reactions. Predict the reaction yield, written as a fraction of the theoretical maximum amount of product (1.0 means a 100% yield; for example, 0.34 means a 34% yield). (1) The reactants are [C:1]([O:4][C@@H:5]1[C@@H:11]([O:12][C:13](=[O:15])[CH3:14])[C@:10]2([C:17]3[CH:22]=[CH:21][C:20]([Cl:23])=[C:19]([CH2:24][C:25]4[CH:30]=[CH:29][C:28]([O:31][CH2:32][CH3:33])=[CH:27][CH:26]=4)[CH:18]=3)[O:16][C@@:7]([CH2:34][O:35][C:36](=[O:38])[CH3:37])([CH2:8][O:9]2)[C@H:6]1[O:39][C:40](=[O:42])[CH3:41])(=[O:3])[CH3:2].BrN1C(=[O:49])CCC1=O.O.ClCCl. The catalyst is C(Cl)(Cl)(Cl)Cl.N(C(C)(C)C#N)=NC(C)(C)C#N. The product is [C:1]([O:4][C@@H:5]1[C@@H:11]([O:12][C:13](=[O:15])[CH3:14])[C@:10]2([C:17]3[CH:22]=[CH:21][C:20]([Cl:23])=[C:19]([CH:24]([C:25]4[CH:30]=[CH:29][C:28]([O:31][CH2:32][CH3:33])=[CH:27][CH:26]=4)[OH:49])[CH:18]=3)[O:16][C@@:7]([CH2:34][O:35][C:36](=[O:38])[CH3:37])([CH2:8][O:9]2)[C@H:6]1[O:39][C:40](=[O:42])[CH3:41])(=[O:3])[CH3:2]. The yield is 0.890. (2) The reactants are C(OC([N:8]1[CH2:13][CH2:12][N:11]([CH2:14][C:15]2[CH:16]=[CH:17][C:18]3[N:19]([C:21]([C:25]4[S:26][C:27]([C:36]5[N:40]=[CH:39][N:38](C6CCCCO6)[N:37]=5)=[C:28]([C:30]5[CH:35]=[CH:34][CH:33]=[CH:32][CH:31]=5)[N:29]=4)=[C:22]([CH3:24])[N:23]=3)[CH:20]=2)[CH2:10][CH2:9]1)=O)(C)(C)C.FC(F)(F)C(O)=O.C(Cl)Cl. No catalyst specified. The product is [CH3:24][C:22]1[N:23]=[C:18]2[CH:17]=[CH:16][C:15]([CH2:14][N:11]3[CH2:10][CH2:9][NH:8][CH2:13][CH2:12]3)=[CH:20][N:19]2[C:21]=1[C:25]1[S:26][C:27]([C:36]2[N:40]=[CH:39][NH:38][N:37]=2)=[C:28]([C:30]2[CH:35]=[CH:34][CH:33]=[CH:32][CH:31]=2)[N:29]=1. The yield is 0.450. (3) The reactants are [F:1][CH:2]([F:21])[O:3][CH2:4][C@@H:5]1[CH2:9][N:8]([C:10]([O:12][C:13]([CH3:16])([CH3:15])[CH3:14])=[O:11])[C@H:7]([C:17]([O:19]C)=[O:18])[CH2:6]1.[Li+].[OH-].Cl. The catalyst is C1COCC1.CO. The product is [C:13]([O:12][C:10]([N:8]1[CH2:9][C@@H:5]([CH2:4][O:3][CH:2]([F:1])[F:21])[CH2:6][C@H:7]1[C:17]([OH:19])=[O:18])=[O:11])([CH3:16])([CH3:14])[CH3:15]. The yield is 0.990. (4) The reactants are [OH:1][C:2]1[C:3](=[O:8])[NH:4][CH:5]=[CH:6][CH:7]=1.N1C=CN=C1.[Si:14](Cl)([C:17]([CH3:20])([CH3:19])[CH3:18])([CH3:16])[CH3:15].O. The catalyst is CN(C)C=O. The product is [Si:14]([O:1][C:2]1[C:3](=[O:8])[NH:4][CH:5]=[CH:6][CH:7]=1)([C:17]([CH3:20])([CH3:19])[CH3:18])([CH3:16])[CH3:15]. The yield is 0.530. (5) The reactants are [I:1][C:2]1[CH:7]=[N:6][NH:5][C:4](=[O:8])[CH:3]=1.C1(C)C=CC(S(O)(=O)=O)=CC=1.[O:20]1[CH:25]=[CH:24][CH2:23][CH2:22][CH2:21]1. The catalyst is O1CCCC1. The product is [I:1][C:2]1[CH:7]=[N:6][N:5]([CH:21]2[CH2:22][CH2:23][CH2:24][CH2:25][O:20]2)[C:4](=[O:8])[CH:3]=1. The yield is 0.230.